Dataset: TCR-epitope binding with 47,182 pairs between 192 epitopes and 23,139 TCRs. Task: Binary Classification. Given a T-cell receptor sequence (or CDR3 region) and an epitope sequence, predict whether binding occurs between them. (1) The epitope is SEISMDNSPNL. The TCR CDR3 sequence is CASSTSDTGQPQHF. Result: 0 (the TCR does not bind to the epitope). (2) The epitope is DATYQRTRALVR. The TCR CDR3 sequence is CASSAGLAPDEQYF. Result: 1 (the TCR binds to the epitope). (3) The epitope is SGPLKAEIAQRLED. The TCR CDR3 sequence is CASSPLGRGYPEAFF. Result: 0 (the TCR does not bind to the epitope). (4) The epitope is IPRRNVATL. The TCR CDR3 sequence is CASSSTGGGEKDQPQHF. Result: 0 (the TCR does not bind to the epitope).